Dataset: Full USPTO retrosynthesis dataset with 1.9M reactions from patents (1976-2016). Task: Predict the reactants needed to synthesize the given product. Given the product [CH3:1][NH:2][C:3]([C:5]1[CH:10]=[C:9]([CH2:11][O:12][C:13]2[CH:18]=[CH:17][CH:16]=[C:15]([NH2:20])[CH:14]=2)[CH:8]=[CH:7][N:6]=1)=[O:4], predict the reactants needed to synthesize it. The reactants are: [CH3:1][NH:2][C:3]([C:5]1[CH:10]=[C:9]([CH2:11][O:12][C:13]2[CH:18]=[CH:17][C:16](N)=[CH:15][CH:14]=2)[CH:8]=[CH:7][N:6]=1)=[O:4].[N+:20](C1C=CC(O)=CC=1)([O-])=O.